The task is: Predict the reactants needed to synthesize the given product.. This data is from Full USPTO retrosynthesis dataset with 1.9M reactions from patents (1976-2016). (1) Given the product [CH:23]1([N:9]([CH2:8][C:5]2[CH:6]=[N:7][C:2]([C:32]3[CH:33]=[CH:34][C:29]([S:27]([CH3:26])=[O:28])=[CH:30][CH:31]=3)=[CH:3][CH:4]=2)[CH:10]2[CH2:15][CH2:14][N:13]([C:16]([O:18][C:19]([CH3:22])([CH3:21])[CH3:20])=[O:17])[CH2:12][CH2:11]2)[CH2:25][CH2:24]1, predict the reactants needed to synthesize it. The reactants are: Cl[C:2]1[N:7]=[CH:6][C:5]([CH2:8][N:9]([CH:23]2[CH2:25][CH2:24]2)[CH:10]2[CH2:15][CH2:14][N:13]([C:16]([O:18][C:19]([CH3:22])([CH3:21])[CH3:20])=[O:17])[CH2:12][CH2:11]2)=[CH:4][CH:3]=1.[CH3:26][S:27]([C:29]1[CH:34]=[CH:33][C:32](B(O)O)=[CH:31][CH:30]=1)=[O:28].O1CCOCC1.C([O-])([O-])=O.[K+].[K+]. (2) Given the product [CH3:1][O:2][C:3]1[CH:8]=[CH:7][C:6]([O:9][CH3:10])=[CH:5][C:4]=1[S:11][C:12]1[N:13]=[C:14]2[C:19]([N:20]=1)=[C:18]([NH2:21])[N:17]=[CH:16][N:15]2[CH2:23][CH2:24][C:25]1[CH:30]=[CH:29][CH:28]=[CH:27][C:26]=1[F:31], predict the reactants needed to synthesize it. The reactants are: [CH3:1][O:2][C:3]1[CH:8]=[CH:7][C:6]([O:9][CH3:10])=[CH:5][C:4]=1[S:11][C:12]1[NH:13][C:14]2[C:19]([N:20]=1)=[C:18]([NH2:21])[N:17]=[CH:16][N:15]=2.Br[CH2:23][CH2:24][C:25]1[CH:30]=[CH:29][CH:28]=[CH:27][C:26]=1[F:31]. (3) Given the product [F:23][C:24]1[CH:25]=[C:26](/[CH:27]=[C:5](\[C:15]2[CH:20]=[N:19][C:18]([O:21][CH3:22])=[CH:17][CH:16]=2)/[C:3]#[N:4])[CH:29]=[CH:30][CH:31]=1, predict the reactants needed to synthesize it. The reactants are: [H-].[Na+].[C:3]([CH2:5]P(=O)(OCC)OCC)#[N:4].Br[C:15]1[CH:16]=[CH:17][C:18]([O:21][CH3:22])=[N:19][CH:20]=1.[F:23][C:24]1[CH:25]=[C:26]([CH:29]=[CH:30][CH:31]=1)[CH:27]=O. (4) Given the product [C:3]([NH:6][C:7]1[S:8][C:9]([C:13]2[N:14]=[C:15]([C:18]([NH:20][C:21]3[CH:33]=[CH:32][C:24]([OH:25])=[C:23]([CH:22]=3)[C:28]([OH:29])=[O:27])=[O:19])[S:16][CH:17]=2)=[C:10]([CH3:12])[N:11]=1)(=[O:5])[CH3:4], predict the reactants needed to synthesize it. The reactants are: [OH-].[Na+].[C:3]([NH:6][C:7]1[S:8][C:9]([C:13]2[N:14]=[C:15]([C:18]([NH:20][C:21]3[CH:33]=[CH:32][C:24]4[O:25]C(C)(C)[O:27][C:28](=[O:29])[C:23]=4[CH:22]=3)=[O:19])[S:16][CH:17]=2)=[C:10]([CH3:12])[N:11]=1)(=[O:5])[CH3:4].Cl.O. (5) Given the product [CH3:14][N:3]1[C:4]2[C:9](=[CH:8][CH:7]=[CH:6][CH:5]=2)[CH:10]=[C:2]1[CH3:1], predict the reactants needed to synthesize it. The reactants are: [CH3:1][C:2]1[NH:3][C:4]2[C:9]([CH:10]=1)=[CH:8][CH:7]=[CH:6][CH:5]=2.[H-].[Na+].I[CH3:14].